This data is from Peptide-MHC class II binding affinity with 134,281 pairs from IEDB. The task is: Regression. Given a peptide amino acid sequence and an MHC pseudo amino acid sequence, predict their binding affinity value. This is MHC class II binding data. (1) The binding affinity (normalized) is 0.159. The peptide sequence is DEINTIFSDYIPYVF. The MHC is DRB5_0101 with pseudo-sequence DRB5_0101. (2) The peptide sequence is HPQQFIYAGSLSALL. The MHC is HLA-DQA10501-DQB10301 with pseudo-sequence HLA-DQA10501-DQB10301. The binding affinity (normalized) is 0.652. (3) The peptide sequence is FAVATITHAAELQRV. The MHC is HLA-DPA10103-DPB10301 with pseudo-sequence HLA-DPA10103-DPB10301. The binding affinity (normalized) is 0.269. (4) The peptide sequence is QGLRYFIMAYVNQAH. The MHC is DRB1_0404 with pseudo-sequence DRB1_0404. The binding affinity (normalized) is 0.465. (5) The peptide sequence is AFKVAWTAANAAPAN. The MHC is HLA-DPA10103-DPB10301 with pseudo-sequence HLA-DPA10103-DPB10301. The binding affinity (normalized) is 0.778. (6) The peptide sequence is GKSYDALATFTVNIF. The MHC is DRB1_0301 with pseudo-sequence DRB1_0301. The binding affinity (normalized) is 0.0768. (7) The peptide sequence is SVGLGKVLIDILAGYGAGVA. The MHC is DRB1_1501 with pseudo-sequence DRB1_1501. The binding affinity (normalized) is 0.540.